From a dataset of Peptide-MHC class I binding affinity with 185,985 pairs from IEDB/IMGT. Regression. Given a peptide amino acid sequence and an MHC pseudo amino acid sequence, predict their binding affinity value. This is MHC class I binding data. (1) The peptide sequence is FLKENGGL. The MHC is HLA-A02:03 with pseudo-sequence HLA-A02:03. The binding affinity (normalized) is 0.514. (2) The peptide sequence is DEQEFFYSQ. The MHC is HLA-B46:01 with pseudo-sequence HLA-B46:01. The binding affinity (normalized) is 0.0847. (3) The peptide sequence is YRIMTRGLL. The MHC is HLA-B15:01 with pseudo-sequence HLA-B15:01. The binding affinity (normalized) is 0.0847. (4) The peptide sequence is TMSLVMAWR. The MHC is HLA-A68:01 with pseudo-sequence HLA-A68:01. The binding affinity (normalized) is 0.831. (5) The peptide sequence is ITRLEVIGL. The MHC is HLA-A02:03 with pseudo-sequence HLA-A02:03. The binding affinity (normalized) is 0.504. (6) The peptide sequence is CMAFTIPSI. The MHC is HLA-A02:01 with pseudo-sequence HLA-A02:01. The binding affinity (normalized) is 1.00.